Dataset: Full USPTO retrosynthesis dataset with 1.9M reactions from patents (1976-2016). Task: Predict the reactants needed to synthesize the given product. (1) Given the product [CH:1]([C:4]1[CH:9]=[CH:8][C:7]([CH:10]2[C:14]3[C:15]([CH3:22])=[C:16]([O:21][CH2:27][C:28]4[CH:29]=[N:30][CH:31]=[CH:32][CH:33]=4)[C:17]([CH3:20])=[C:18]([CH3:19])[C:13]=3[O:12][C:11]2([CH3:24])[CH3:23])=[CH:6][CH:5]=1)([CH3:3])[CH3:2], predict the reactants needed to synthesize it. The reactants are: [CH:1]([C:4]1[CH:9]=[CH:8][C:7]([CH:10]2[C:14]3[C:15]([CH3:22])=[C:16]([OH:21])[C:17]([CH3:20])=[C:18]([CH3:19])[C:13]=3[O:12][C:11]2([CH3:24])[CH3:23])=[CH:6][CH:5]=1)([CH3:3])[CH3:2].Cl.Cl[CH2:27][C:28]1[CH:29]=[N:30][CH:31]=[CH:32][CH:33]=1. (2) Given the product [O-:47][S:44]([C:43]([F:56])([F:55])[F:42])(=[O:46])=[O:45].[CH2:21]([C@@:10]1([CH3:24])[CH2:9][C@H:8]([C:4]2[CH:5]=[CH:6][CH:7]=[C:2]([Cl:1])[CH:3]=2)[C@@H:25]([C:27]2[CH:28]=[CH:29][C:30]([Cl:33])=[CH:31][CH:32]=2)[N+:13]2[C@@H:14]([C:17]([CH3:20])([CH3:18])[CH3:19])[CH2:15][O:12][C:11]1=2)[CH:22]=[CH2:23], predict the reactants needed to synthesize it. The reactants are: [Cl:1][C:2]1[CH:3]=[C:4]([C@H:8]([C@H:25]([C:27]2[CH:32]=[CH:31][C:30]([Cl:33])=[CH:29][CH:28]=2)O)[CH2:9][C@:10]([CH3:24])([CH2:21][CH:22]=[CH2:23])[C:11]([NH:13][C@@H:14]([C:17]([CH3:20])([CH3:19])[CH3:18])[CH2:15]O)=[O:12])[CH:5]=[CH:6][CH:7]=1.N1C(C)=CC=CC=1C.[F:42][C:43]([F:56])([F:55])[S:44]([O:47]S(C(F)(F)F)(=O)=O)(=[O:46])=[O:45].C(OCC)(=O)C. (3) Given the product [CH2:25]([N:22]([CH2:23][CH3:24])[C:21](=[O:27])[O:20][C:7]1[CH:8]=[CH:9][C:10]([C:12]([CH3:13])([CH3:15])[CH3:14])=[CH:11][C:6]=1[O:5][C:4](=[O:28])[N:3]([CH2:1][CH3:2])[CH2:29][CH3:30])[CH3:26], predict the reactants needed to synthesize it. The reactants are: [CH2:1]([N:3]([CH2:29][CH3:30])[C:4](=[O:28])[O:5][C:6]1[CH:11]=[C:10]([C:12]([CH3:15])([CH3:14])[CH3:13])[CH:9]=[C:8](C(C)(C)C)[C:7]=1[O:20][C:21](=[O:27])[N:22]([CH2:25][CH3:26])[CH2:23][CH3:24])[CH3:2].C(C1C=C(O)C(=CC=1)O)(C)(C)C. (4) The reactants are: Cl.[F:2][C:3]1([F:13])[CH2:7][NH:6][C@H:5]([CH2:8][CH2:9][C:10]([OH:12])=[O:11])[CH2:4]1.[Br:14][C:15]1[CH:20]=[C:19]([F:21])[CH:18]=[CH:17][C:16]=1[CH:22]1[C:27]([C:28]([O:30][CH2:31][CH3:32])=[O:29])=[C:26]([CH2:33]Br)[NH:25][C:24]([C:35]2[N:36]([CH3:40])[CH:37]=[CH:38][N:39]=2)=[N:23]1.C([O-])([O-])=O.[K+].[K+].C(O)C. Given the product [Br:14][C:15]1[CH:20]=[C:19]([F:21])[CH:18]=[CH:17][C:16]=1[CH:22]1[N:23]=[C:24]([C:35]2[N:36]([CH3:40])[CH:37]=[CH:38][N:39]=2)[NH:25][C:26]([CH2:33][N:6]2[CH2:7][C:3]([F:2])([F:13])[CH2:4][C@H:5]2[CH2:8][CH2:9][C:10]([OH:12])=[O:11])=[C:27]1[C:28]([O:30][CH2:31][CH3:32])=[O:29], predict the reactants needed to synthesize it. (5) Given the product [C:1]([O:4][C@H:5]([C:12]1[CH:13]=[CH:14][C:15]([NH:18][C:19]([CH:21]2[O:25][N:24]=[C:23]([C:26]3[CH:27]=[N:28][CH:29]=[CH:30][CH:31]=3)[CH2:22]2)=[O:20])=[CH:16][CH:17]=1)[C:6]1[CH:7]=[CH:8][CH:9]=[CH:10][CH:11]=1)(=[O:3])[CH3:2], predict the reactants needed to synthesize it. The reactants are: [C:1]([O:4][CH:5]([C:12]1[CH:17]=[CH:16][C:15]([NH:18][C:19]([CH:21]2[O:25][N:24]=[C:23]([C:26]3[CH:27]=[N:28][CH:29]=[CH:30][CH:31]=3)[CH2:22]2)=[O:20])=[CH:14][CH:13]=1)[C:6]1[CH:11]=[CH:10][CH:9]=[CH:8][CH:7]=1)(=[O:3])[CH3:2]. (6) Given the product [C:1]([O:5][C:6]([N:8]1[CH2:13][CH2:12][CH:11]([O:14][C:35]2[N:34]=[N:33][C:32]([CH2:38][CH2:39][CH3:40])=[C:31]([C:28]3[CH:27]=[CH:26][C:25]([O:24][CH2:17][C:18]4[CH:19]=[CH:20][CH:21]=[CH:22][CH:23]=4)=[CH:30][CH:29]=3)[CH:36]=2)[CH2:10][CH2:9]1)=[O:7])([CH3:4])([CH3:2])[CH3:3], predict the reactants needed to synthesize it. The reactants are: [C:1]([O:5][C:6]([N:8]1[CH2:13][CH2:12][CH:11]([OH:14])[CH2:10][CH2:9]1)=[O:7])([CH3:4])([CH3:3])[CH3:2].[H-].[Na+].[CH2:17]([O:24][C:25]1[CH:30]=[CH:29][C:28]([C:31]2[CH:36]=[C:35](Cl)[N:34]=[N:33][C:32]=2[CH2:38][CH2:39][CH3:40])=[CH:27][CH:26]=1)[C:18]1[CH:23]=[CH:22][CH:21]=[CH:20][CH:19]=1. (7) Given the product [F:21][C:18]([F:19])([F:20])[CH2:17][O:16][C:5]1[CH:6]=[CH:7][C:8]([O:10][CH2:11][C:12]([F:13])([F:14])[F:15])=[CH:9][C:4]=1[C:2](=[O:3])[CH:1]=[CH:30][C:27]1[CH:26]=[CH:25][C:24]([C:23]([F:22])([F:32])[F:33])=[CH:29][CH:28]=1, predict the reactants needed to synthesize it. The reactants are: [CH3:1][C:2]([C:4]1[CH:9]=[C:8]([O:10][CH2:11][C:12]([F:15])([F:14])[F:13])[CH:7]=[CH:6][C:5]=1[O:16][CH2:17][C:18]([F:21])([F:20])[F:19])=[O:3].[F:22][C:23]([F:33])([F:32])[C:24]1[CH:29]=[CH:28][C:27]([CH:30]=O)=[CH:26][CH:25]=1. (8) Given the product [CH2:33]([O:32][C:28](=[O:31])[C:29]([NH:8][C:5]1[C:4]([NH:9][CH2:10][C:11]2[C:16]([F:17])=[CH:15][CH:14]=[C:13]([F:18])[C:12]=2[Cl:19])=[N:3][C:2]([Br:1])=[CH:7][N:6]=1)=[O:30])[CH3:34], predict the reactants needed to synthesize it. The reactants are: [Br:1][C:2]1[N:3]=[C:4]([NH:9][CH2:10][C:11]2[C:16]([F:17])=[CH:15][CH:14]=[C:13]([F:18])[C:12]=2[Cl:19])[C:5]([NH2:8])=[N:6][CH:7]=1.C(N(C(C)C)CC)C.[C:28]([O:32][CH2:33][CH3:34])(=[O:31])[CH:29]=[O:30].O. (9) Given the product [ClH:1].[Cl:1][C:2]1[CH:3]=[C:4]([S:8]([N:11]2[C:15]([C:16]3[CH:21]=[CH:20][CH:19]=[CH:18][CH:17]=3)=[CH:14][C:13]([CH2:22][NH:23][CH3:24])=[CH:12]2)(=[O:9])=[O:10])[CH:5]=[CH:6][CH:7]=1, predict the reactants needed to synthesize it. The reactants are: [Cl:1][C:2]1[CH:3]=[C:4]([S:8]([N:11]2[C:15]([C:16]3[CH:21]=[CH:20][CH:19]=[CH:18][CH:17]=3)=[CH:14][C:13]([CH2:22][N:23](C)[C:24](=O)OC(C)(C)C)=[CH:12]2)(=[O:10])=[O:9])[CH:5]=[CH:6][CH:7]=1.FC(F)(F)C(O)=O.C(=O)([O-])O.[Na+]. (10) Given the product [F:1][C:2]1[CH:3]=[C:4]([CH:5]=[CH:6][C:7]=1[C:8]1[C:12]([C:13]2[CH:14]=[CH:15][N:16]=[CH:17][CH:18]=2)=[CH:11][N:10]([CH3:19])[N:9]=1)[O:20][CH2:28][C:29]1[CH:38]=[CH:37][C:36]2[C:31](=[CH:32][CH:33]=[CH:34][CH:35]=2)[N:30]=1, predict the reactants needed to synthesize it. The reactants are: [F:1][C:2]1[CH:3]=[C:4]([OH:20])[CH:5]=[CH:6][C:7]=1[C:8]1[C:12]([C:13]2[CH:18]=[CH:17][N:16]=[CH:15][CH:14]=2)=[CH:11][N:10]([CH3:19])[N:9]=1.C(=O)([O-])[O-].[Cs+].[Cs+].Cl[CH2:28][C:29]1[CH:38]=[CH:37][C:36]2[C:31](=[CH:32][CH:33]=[CH:34][CH:35]=2)[N:30]=1.[OH-].[Na+].